From a dataset of Reaction yield outcomes from USPTO patents with 853,638 reactions. Predict the reaction yield, written as a fraction of the theoretical maximum amount of product (1.0 means a 100% yield; for example, 0.34 means a 34% yield). The reactants are [H-].[Al+3].[Li+].[H-].[H-].[H-].[Cl:7][C:8]1[CH:9]=[C:10]([CH:23]2[CH2:28][CH2:27][CH2:26][CH2:25][CH2:24]2)[C:11]2[O:15][CH:14]([CH2:16][NH:17][C:18](=O)OC)[CH2:13][C:12]=2[CH:22]=1.Cl. The catalyst is O1CCCC1. The product is [Cl:7][C:8]1[CH:9]=[C:10]([CH:23]2[CH2:28][CH2:27][CH2:26][CH2:25][CH2:24]2)[C:11]2[O:15][CH:14]([CH2:16][NH:17][CH3:18])[CH2:13][C:12]=2[CH:22]=1. The yield is 0.440.